Dataset: Forward reaction prediction with 1.9M reactions from USPTO patents (1976-2016). Task: Predict the product of the given reaction. (1) Given the reactants C([Li])CCC.CN(C)CCNC.[CH3:13][O:14][C:15]1[N:20]=[CH:19][C:18]([CH:21]=[O:22])=[CH:17][CH:16]=1.[I:23]I.[Cl-].[Na+], predict the reaction product. The product is: [I:23][C:17]1[CH:16]=[C:15]([O:14][CH3:13])[N:20]=[CH:19][C:18]=1[CH:21]=[O:22]. (2) Given the reactants [NH:1]1[CH2:6][CH2:5][CH2:4][CH2:3][CH2:2]1.[CH3:7][C:8]1[O:9][C:10]2[CH:16]=[C:15]([S:17](Cl)(=[O:19])=[O:18])[CH:14]=[CH:13][C:11]=2[N:12]=1, predict the reaction product. The product is: [CH3:7][C:8]1[O:9][C:10]2[CH:16]=[C:15]([S:17]([N:1]3[CH2:6][CH2:5][CH2:4][CH2:3][CH2:2]3)(=[O:19])=[O:18])[CH:14]=[CH:13][C:11]=2[N:12]=1. (3) Given the reactants [N+:1]([C:4]1[CH:9]=[CH:8][C:7]([CH:10]([CH3:14])[C:11]([OH:13])=O)=[CH:6][CH:5]=1)([O-:3])=[O:2].O=S(Cl)Cl.[CH3:19][O:20][C:21](=[O:30])[C:22]1[CH:27]=[CH:26][C:25]([Cl:28])=[CH:24][C:23]=1[NH2:29].CCCCCC, predict the reaction product. The product is: [CH3:19][O:20][C:21](=[O:30])[C:22]1[CH:27]=[CH:26][C:25]([Cl:28])=[CH:24][C:23]=1[NH:29][C:11](=[O:13])[CH:10]([C:7]1[CH:6]=[CH:5][C:4]([N+:1]([O-:3])=[O:2])=[CH:9][CH:8]=1)[CH3:14]. (4) Given the reactants Cl[Sn](Cl)(Cl)Cl.[CH3:6][O:7][C:8]1[CH:9]=[C:10]([SH:14])[CH:11]=[CH:12][CH:13]=1.[CH2:15]([O:17][C:18](=[O:30])[CH:19]([C:25](OCC)=[O:26])[C:20](OCC)=[O:21])[CH3:16], predict the reaction product. The product is: [CH2:15]([O:17][C:18]([C:19]1[C:20](=[O:21])[S:14][C:10]2[C:11]([C:25]=1[OH:26])=[CH:12][CH:13]=[C:8]([O:7][CH3:6])[CH:9]=2)=[O:30])[CH3:16]. (5) Given the reactants [C:1]1(=[O:8])[O:7][C:5](=[O:6])[CH2:4][CH2:3][CH2:2]1.[Br:9][C:10]1[C:25]([F:26])=[CH:24][C:13]2[O:14][C:15]3[CH:22]=[C:21]([F:23])[CH:20]=[CH:19][C:16]=3[CH:17]=[N:18][C:12]=2[CH:11]=1.C(OCC)C, predict the reaction product. The product is: [Br:9][C:10]1[C:25]([F:26])=[CH:24][C:13]2[O:14][C:15]3[CH:22]=[C:21]([F:23])[CH:20]=[CH:19][C:16]=3[C@H:17]3[C@H:2]([C:1]([OH:7])=[O:8])[CH2:3][CH2:4][C:5](=[O:6])[N:18]3[C:12]=2[CH:11]=1. (6) Given the reactants [F:1][C:2]1[CH:7]=[C:6]([OH:8])[CH:5]=[CH:4][C:3]=1[NH:9][C:10](=[O:16])[O:11][C:12]([CH3:15])([CH3:14])[CH3:13].[H-].[Na+].Cl[C:20]1[CH:25]=[CH:24][N:23]=[C:22]([NH:26][CH3:27])[C:21]=1[N+:28]([O-:30])=[O:29], predict the reaction product. The product is: [F:1][C:2]1[CH:7]=[C:6]([O:8][C:20]2[CH:25]=[CH:24][N:23]=[C:22]([NH:26][CH3:27])[C:21]=2[N+:28]([O-:30])=[O:29])[CH:5]=[CH:4][C:3]=1[NH:9][C:10](=[O:16])[O:11][C:12]([CH3:13])([CH3:15])[CH3:14].